Dataset: Reaction yield outcomes from USPTO patents with 853,638 reactions. Task: Predict the reaction yield, written as a fraction of the theoretical maximum amount of product (1.0 means a 100% yield; for example, 0.34 means a 34% yield). (1) The reactants are [NH2:1][C:2]1[CH:33]=[CH:32][C:31]([Cl:34])=[CH:30][C:3]=1[C:4]([N:6]([CH2:19][C:20]1[CH:25]=[CH:24][C:23]([C:26]([CH3:29])([CH3:28])[CH3:27])=[CH:22][CH:21]=1)[CH2:7][CH2:8][C:9]1[CH:14]=[CH:13][CH:12]=[C:11]([C:15]([F:18])([F:17])[F:16])[CH:10]=1)=[O:5].[C:35](OC(=O)C)(=[O:37])[CH3:36].C(N(C(C)C)C(C)C)C. The catalyst is C(Cl)Cl. The product is [C:35]([NH:1][C:2]1[CH:33]=[CH:32][C:31]([Cl:34])=[CH:30][C:3]=1[C:4]([N:6]([CH2:19][C:20]1[CH:25]=[CH:24][C:23]([C:26]([CH3:29])([CH3:28])[CH3:27])=[CH:22][CH:21]=1)[CH2:7][CH2:8][C:9]1[CH:14]=[CH:13][CH:12]=[C:11]([C:15]([F:16])([F:17])[F:18])[CH:10]=1)=[O:5])(=[O:37])[CH3:36]. The yield is 0.720. (2) The reactants are [CH3:1][O:2][C@H:3]([CH3:9])[C@@H:4]([C:6]([OH:8])=[O:7])[NH2:5].Cl[C:11]([O:13][CH3:14])=[O:12]. The catalyst is C(=O)(O)[O-]. The product is [CH3:1][O:2][C@H:3]([CH3:9])[C@H:4]([NH:5][C:11]([O:13][CH3:14])=[O:12])[C:6]([OH:8])=[O:7]. The yield is 0.900.